This data is from Reaction yield outcomes from USPTO patents with 853,638 reactions. The task is: Predict the reaction yield, written as a fraction of the theoretical maximum amount of product (1.0 means a 100% yield; for example, 0.34 means a 34% yield). (1) The reactants are [H-].[Al+3].[Li+].[H-].[H-].[H-].[Br:7][C:8]1[CH:13]=[CH:12][C:11]([CH2:14][C:15]([N:17]2[CH2:22][CH2:21][O:20][CH2:19][CH2:18]2)=O)=[CH:10][CH:9]=1. The catalyst is O1CCCC1. The product is [Br:7][C:8]1[CH:9]=[CH:10][C:11]([CH2:14][CH2:15][N:17]2[CH2:22][CH2:21][O:20][CH2:19][CH2:18]2)=[CH:12][CH:13]=1. The yield is 0.970. (2) The reactants are [Cl:1][C:2]1[C:3]([CH2:19][NH:20][CH:21]=O)=[N:4][C:5]([C:12]2[CH:17]=[CH:16][CH:15]=[C:14]([F:18])[CH:13]=2)=[C:6]([CH:11]=1)[C:7]([O:9][CH3:10])=[O:8]. The catalyst is P(Cl)(Cl)(Cl)=O. The product is [Cl:1][C:2]1[C:3]2[N:4]([CH:21]=[N:20][CH:19]=2)[C:5]([C:12]2[CH:17]=[CH:16][CH:15]=[C:14]([F:18])[CH:13]=2)=[C:6]([C:7]([O:9][CH3:10])=[O:8])[CH:11]=1. The yield is 0.400. (3) The yield is 0.890. The reactants are [C:1]1([C:7]2[CH:11]=[CH:10][NH:9][N:8]=2)[CH:6]=[CH:5][CH:4]=[CH:3][CH:2]=1.[CH3:12][O:13][C:14]1[CH:21]=[CH:20][C:17]([CH2:18]Cl)=[CH:16][CH:15]=1.C([O-])([O-])=O.[K+].[K+]. The product is [CH3:12][O:13][C:14]1[CH:21]=[CH:20][C:17]([CH2:18][N:9]2[CH:10]=[CH:11][C:7]([C:1]3[CH:2]=[CH:3][CH:4]=[CH:5][CH:6]=3)=[N:8]2)=[CH:16][CH:15]=1. The catalyst is C(C(C)=O)C.